This data is from Full USPTO retrosynthesis dataset with 1.9M reactions from patents (1976-2016). The task is: Predict the reactants needed to synthesize the given product. (1) Given the product [F:12][C:9]1[CH:10]=[C:11]2[C:6](=[C:7]([F:13])[CH:8]=1)[N:5]=[CH:4][CH:3]=[C:2]2[C:14]#[N:15], predict the reactants needed to synthesize it. The reactants are: Cl[C:2]1[C:11]2[C:6](=[C:7]([F:13])[CH:8]=[C:9]([F:12])[CH:10]=2)[N:5]=[CH:4][CH:3]=1.[CH3:14][N:15](C=O)C. (2) The reactants are: [Cl:1][C:2]1[CH:7]=[CH:6][C:5]([C:8]2[CH:9]=[CH:10][C:11]([N+:15]([O-])=O)=[C:12]([CH:14]=2)[NH2:13])=[CH:4][CH:3]=1.Cl.C(=O)(O)[O-].[Na+]. Given the product [Cl:1][C:2]1[CH:3]=[CH:4][C:5]([C:8]2[CH:14]=[C:12]([NH2:13])[C:11]([NH2:15])=[CH:10][CH:9]=2)=[CH:6][CH:7]=1, predict the reactants needed to synthesize it.